Task: Predict the reaction yield, written as a fraction of the theoretical maximum amount of product (1.0 means a 100% yield; for example, 0.34 means a 34% yield).. Dataset: Reaction yield outcomes from USPTO patents with 853,638 reactions (1) The reactants are [S:1]1[CH:5]=[CH:4][N:3]=[CH:2]1.[Li]CCCC.CCCCCC.[CH3:17][C:18]([CH3:28])([CH3:27])/[CH:19]=[N:20]/[S:21]([C:23]([CH3:26])([CH3:25])[CH3:24])=[O:22]. The catalyst is C1COCC1. The product is [CH3:17][C:18]([CH3:28])([CH3:27])[CH:19]([NH:20][S:21]([C:23]([CH3:26])([CH3:25])[CH3:24])=[O:22])[C:2]1[S:1][CH:5]=[CH:4][N:3]=1. The yield is 0.920. (2) The reactants are [CH:1]1([NH2:7])[CH2:6][CH2:5][CH2:4][CH2:3][CH2:2]1.C[Al](C)C.C([O:14][C:15]([C:17]1[C:18]([C:35]2[CH:40]=[C:39]([CH3:41])[C:38]([OH:42])=[C:37]([CH3:43])[CH:36]=2)=[C:19]([CH3:34])[N:20]2[CH2:29][CH2:28][C:27]3[C:22](=[CH:23][C:24]([O:32][CH3:33])=[C:25]([O:30][CH3:31])[CH:26]=3)[C:21]=12)=O)C.[OH-].[Na+]. The catalyst is C1(C)C=CC=CC=1.O1CCCC1.O. The product is [CH:1]1([NH:7][C:15]([C:17]2[C:18]([C:35]3[CH:36]=[C:37]([CH3:43])[C:38]([OH:42])=[C:39]([CH3:41])[CH:40]=3)=[C:19]([CH3:34])[N:20]3[CH2:29][CH2:28][C:27]4[C:22](=[CH:23][C:24]([O:32][CH3:33])=[C:25]([O:30][CH3:31])[CH:26]=4)[C:21]=23)=[O:14])[CH2:6][CH2:5][CH2:4][CH2:3][CH2:2]1. The yield is 0.410. (3) The reactants are [N+:1]([C:4]1[CH:12]=[C:11]2[C:7]([CH2:8][CH2:9][C:10]2=O)=[CH:6][C:5]=1[C:14]([OH:16])=[O:15])([O-:3])=[O:2].Cl.[CH2:18]([C:22]1[CH:27]=[CH:26][C:25]([C:28]2[CH:33]=[CH:32][CH:31]=[C:30]([NH:34]N)[C:29]=2[F:36])=[CH:24][CH:23]=1)[CH2:19][CH2:20][CH3:21]. The catalyst is [Cl-].[Zn+2].[Cl-].C(O)(=O)C. The product is [CH2:18]([C:22]1[CH:23]=[CH:24][C:25]([C:28]2[CH:33]=[CH:32][C:31]3[C:9]4[CH2:8][C:7]5[C:11](=[CH:12][C:4]([N+:1]([O-:3])=[O:2])=[C:5]([C:14]([OH:16])=[O:15])[CH:6]=5)[C:10]=4[NH:34][C:30]=3[C:29]=2[F:36])=[CH:26][CH:27]=1)[CH2:19][CH2:20][CH3:21]. The yield is 0.410. (4) The yield is 0.905. The product is [Cl:15][C:8]1[CH:7]=[CH:6][C:5]2[C:10](=[CH:11][C:2]([I:1])=[CH:3][N:4]=2)[N:9]=1. The reactants are [I:1][C:2]1[CH:11]=[C:10]2[C:5]([CH:6]=[CH:7][C:8](=O)[NH:9]2)=[N:4][CH:3]=1.O=P(Cl)(Cl)[Cl:15]. No catalyst specified.